Dataset: Full USPTO retrosynthesis dataset with 1.9M reactions from patents (1976-2016). Task: Predict the reactants needed to synthesize the given product. (1) Given the product [Br:19][C:8]1[C:3]([O:2][CH3:1])=[C:4]([C:13]2[CH:18]=[CH:17][CH:16]=[CH:15][CH:14]=2)[C:5]([O:11][CH3:12])=[CH:6][C:7]=1[O:9][CH3:10], predict the reactants needed to synthesize it. The reactants are: [CH3:1][O:2][C:3]1[CH:8]=[C:7]([O:9][CH3:10])[CH:6]=[C:5]([O:11][CH3:12])[C:4]=1[C:13]1[CH:18]=[CH:17][CH:16]=[CH:15][CH:14]=1.[Br:19]N1C(=O)CCC1=O. (2) Given the product [CH3:1][O:2][C:3]1[CH:4]=[C:5]([C:11]2[CH2:15][CH:14]([CH2:16][CH2:17][CH2:18][N:33]3[CH2:32][CH2:31][N:30]([C:25]4[CH:26]=[CH:27][CH:28]=[CH:29][C:24]=4[O:23][CH2:21][CH3:22])[CH2:35][CH2:34]3)[O:13][N:12]=2)[CH:6]=[CH:7][C:8]=1[O:9][CH3:10], predict the reactants needed to synthesize it. The reactants are: [CH3:1][O:2][C:3]1[CH:4]=[C:5]([C:11]2[CH2:15][CH:14]([CH2:16][CH2:17][CH:18]=O)[O:13][N:12]=2)[CH:6]=[CH:7][C:8]=1[O:9][CH3:10].Cl.[CH2:21]([O:23][C:24]1[CH:29]=[CH:28][CH:27]=[CH:26][C:25]=1[N:30]1[CH2:35][CH2:34][NH:33][CH2:32][CH2:31]1)[CH3:22].[BH-](OC(C)=O)(OC(C)=O)OC(C)=O.[Na+].C(N(C(C)C)CC)(C)C. (3) The reactants are: [Br:1][C:2]1[C:9]([OH:10])=[CH:8][CH:7]=[CH:6][C:3]=1[CH:4]=[O:5].[C:11](=O)([O-])[O-].[K+].[K+].CI. Given the product [Br:1][C:2]1[C:9]([O:10][CH3:11])=[CH:8][CH:7]=[CH:6][C:3]=1[CH:4]=[O:5], predict the reactants needed to synthesize it. (4) Given the product [ClH:31].[ClH:31].[N:1]1([C:7]2[CH:8]=[CH:9][C:10]3[O:16][CH2:15][CH2:14][NH:13][CH2:12][C:11]=3[CH:24]=2)[CH2:2][CH2:3][O:4][CH2:5][CH2:6]1, predict the reactants needed to synthesize it. The reactants are: [N:1]1([C:7]2[CH:8]=[CH:9][C:10]3[O:16][CH2:15][CH2:14][N:13](C(OC(C)(C)C)=O)[CH2:12][C:11]=3[CH:24]=2)[CH2:6][CH2:5][O:4][CH2:3][CH2:2]1.C(OCC)(=O)C.[ClH:31].